This data is from Catalyst prediction with 721,799 reactions and 888 catalyst types from USPTO. The task is: Predict which catalyst facilitates the given reaction. (1) Reactant: [N:1]1([C:5](=[O:23])[CH2:6][C:7]2[CH:12]=[CH:11][C:10]([O:13]CC3C=CC=CC=3)=[CH:9][C:8]=2[O:21][CH3:22])[CH2:4][CH2:3][CH2:2]1. Product: [N:1]1([C:5](=[O:23])[CH2:6][C:7]2[CH:12]=[CH:11][C:10]([OH:13])=[CH:9][C:8]=2[O:21][CH3:22])[CH2:4][CH2:3][CH2:2]1. The catalyst class is: 261. (2) Reactant: F[C:2]1[CH:29]=[CH:28][C:5]([C:6]([NH:8][C:9]2[S:13][C:12]([NH:14][C:15]3[CH:24]=[CH:23][C:22]4[C:17](=[CH:18][CH:19]=[CH:20][CH:21]=4)[CH:16]=3)=[N:11][C:10]=2[C:25]([NH2:27])=[O:26])=[O:7])=[CH:4][CH:3]=1.[NH2:30][CH2:31][CH2:32][OH:33]. Product: [OH:33][CH2:32][CH2:31][NH:30][C:2]1[CH:29]=[CH:28][C:5]([C:6]([NH:8][C:9]2[S:13][C:12]([NH:14][C:15]3[CH:24]=[CH:23][C:22]4[C:17](=[CH:18][CH:19]=[CH:20][CH:21]=4)[CH:16]=3)=[N:11][C:10]=2[C:25]([NH2:27])=[O:26])=[O:7])=[CH:4][CH:3]=1. The catalyst class is: 179. (3) Reactant: [O:1]=[C:2]1[C@H:6]([NH:7][C:8]([C:10]2[C:14]([CH3:15])=[C:13](/[CH:16]=[C:17]3\[C:18](=[O:27])[NH:19][C:20]4[C:25]\3=[CH:24][C:23]([F:26])=[CH:22][CH:21]=4)[NH:12][C:11]=2[CH3:28])=[O:9])[CH2:5][O:4][NH:3]1.[Na+].[I-].CCN(C(C)C)C(C)C.[H-].[Na+].[Cl-].Cl[CH2:44][CH2:45][N:46]1[CH2:51][CH2:50][O:49][CH2:48][CH2:47]1. Product: [N:46]1([CH2:45][CH2:44][N:3]2[C:2](=[O:1])[C@H:6]([NH:7][C:8]([C:10]3[C:14]([CH3:15])=[C:13](/[CH:16]=[C:17]4\[C:18](=[O:27])[NH:19][C:20]5[C:25]\4=[CH:24][C:23]([F:26])=[CH:22][CH:21]=5)[NH:12][C:11]=3[CH3:28])=[O:9])[CH2:5][O:4]2)[CH2:51][CH2:50][O:49][CH2:48][CH2:47]1. The catalyst class is: 3. (4) Reactant: [CH3:1][O:2][CH:3]1[CH2:8][CH2:7][CH:6](/[CH:9]=[C:10]2/[C:11](=[O:25])[CH:12]([C:16]3[C:21]([CH3:22])=[CH:20][C:19]([CH3:23])=[CH:18][C:17]=3[CH3:24])[C:13](=[O:15])[CH2:14]/2)[CH2:5][CH2:4]1. Product: [CH3:1][O:2][CH:3]1[CH2:8][CH2:7][CH:6]([CH2:9][CH:10]2[CH2:14][C:13](=[O:15])[CH:12]([C:16]3[C:21]([CH3:22])=[CH:20][C:19]([CH3:23])=[CH:18][C:17]=3[CH3:24])[C:11]2=[O:25])[CH2:5][CH2:4]1. The catalyst class is: 63. (5) Reactant: [H-].[Na+].[CH3:3][O:4][CH2:5][N:6]1[CH:10]=[C:9]([C:11]2[CH:16]=[CH:15][CH:14]=[CH:13][CH:12]=2)[CH:8]=[C:7]1[CH2:17][OH:18].[CH3:19]I.[Cl-].[NH4+]. Product: [CH3:3][O:4][CH2:5][N:6]1[CH:10]=[C:9]([C:11]2[CH:12]=[CH:13][CH:14]=[CH:15][CH:16]=2)[CH:8]=[C:7]1[CH2:17][O:18][CH3:19]. The catalyst class is: 7. (6) Reactant: C(OC([N:8]([CH3:35])[C@H:9]([C:11]([NH:13][C@@H:14]([CH:29]1[CH2:34][CH2:33][CH2:32][CH2:31][CH2:30]1)[C:15]([N:17]1[C@H:22]([C:23]([OH:25])=O)[CH2:21][N:20]2[CH2:26][CH2:27][CH2:28][C@@H:19]2[CH2:18]1)=[O:16])=[O:12])[CH3:10])=O)(C)(C)C.[C:36]1([CH:42]([C:44]2[CH:49]=[CH:48][CH:47]=[CH:46][CH:45]=2)[NH2:43])[CH:41]=[CH:40][CH:39]=[CH:38][CH:37]=1.[Cl-:50].COC1N=C(OC)N=C([N+]2(C)CCOCC2)N=1.CN1CCOCC1.C(OCC)(=O)C.Cl. Product: [ClH:50].[ClH:50].[CH:29]1([C@H:14]([NH:13][C:11](=[O:12])[C@H:9]([CH3:10])[NH:8][CH3:35])[C:15]([N:17]2[C@H:22]([C:23]([NH:43][CH:42]([C:36]3[CH:41]=[CH:40][CH:39]=[CH:38][CH:37]=3)[C:44]3[CH:49]=[CH:48][CH:47]=[CH:46][CH:45]=3)=[O:25])[CH2:21][N:20]3[CH2:26][CH2:27][CH2:28][C@@H:19]3[CH2:18]2)=[O:16])[CH2:30][CH2:31][CH2:32][CH2:33][CH2:34]1. The catalyst class is: 54. (7) Reactant: [N:1]1[C:10]2[C:5](=[CH:6][CH:7]=[CH:8][CH:9]=2)[CH:4]=[CH:3][C:2]=1[CH2:11]P(=O)(OCC)OCC.[H-].[Na+].[CH:22]([C:24]1[S:25][CH:26]=[C:27]([C:29]([O:31][CH2:32][CH3:33])=[O:30])[N:28]=1)=O.O. Product: [N:1]1[C:10]2[C:5](=[CH:6][CH:7]=[CH:8][CH:9]=2)[CH:4]=[CH:3][C:2]=1/[CH:11]=[CH:22]/[C:24]1[S:25][CH:26]=[C:27]([C:29]([O:31][CH2:32][CH3:33])=[O:30])[N:28]=1. The catalyst class is: 1. (8) Reactant: C(=O)([S:3][CH2:4][C:5]1[O:6][C:7]([C:10]2[CH:11]=[N:12][CH:13]=[CH:14][CH:15]=2)=[CH:8][CH:9]=1)C.C[S-].[Na+]. Product: [N:12]1[CH:13]=[CH:14][CH:15]=[C:10]([C:7]2[O:6][C:5]([CH2:4][SH:3])=[CH:9][CH:8]=2)[CH:11]=1. The catalyst class is: 147.